Dataset: Reaction yield outcomes from USPTO patents with 853,638 reactions. Task: Predict the reaction yield, written as a fraction of the theoretical maximum amount of product (1.0 means a 100% yield; for example, 0.34 means a 34% yield). (1) The reactants are [CH3:1][N:2]1[C:7]2[CH:8]=[CH:9][CH:10]=[CH:11][C:6]=2[C:5](=[O:12])[O:4][C:3]1=O.[NH2:14][CH2:15]C(O)=O.O.C(N(CC)CC)C. The catalyst is COCCOC.C(O)(=O)C.CCOCC. The product is [CH3:1][N:2]1[C:7]2[CH:8]=[CH:9][CH:10]=[CH:11][C:6]=2[C:5](=[O:12])[NH:14][CH2:15][C:3]1=[O:4]. The yield is 0.670. (2) The reactants are [C:1]([C:3]1[CH:8]=[CH:7][N:6]=[C:5]([NH:9][S:10]([CH3:13])(=[O:12])=[O:11])[CH:4]=1)#[N:2].Cl. The catalyst is CO.[Pd]. The product is [NH2:2][CH2:1][C:3]1[CH:8]=[CH:7][N:6]=[C:5]([NH:9][S:10]([CH3:13])(=[O:12])=[O:11])[CH:4]=1. The yield is 0.970. (3) The catalyst is C(O)(=O)C.Cl.O. The yield is 0.300. The product is [F:1][C:2]1[CH:8]=[C:7]([F:9])[CH:6]=[CH:5][C:3]=1[NH:4][N:10]=[C:22]([C:23](=[O:25])[CH3:24])[C:19](=[O:21])[CH3:20]. The reactants are [F:1][C:2]1[CH:8]=[C:7]([F:9])[CH:6]=[CH:5][C:3]=1[NH2:4].[N:10]([O-])=O.[Na+].C([O-])(=O)C.[Na+].[C:19]([CH2:22][C:23](=[O:25])[CH3:24])(=[O:21])[CH3:20].